Dataset: Catalyst prediction with 721,799 reactions and 888 catalyst types from USPTO. Task: Predict which catalyst facilitates the given reaction. (1) Reactant: Cl[C:2]1[CH:7]=[C:6]([CH3:8])[CH:5]=[C:4]([CH3:9])[N:3]=1.[CH2:10]([CH2:12][NH2:13])[OH:11].[OH-].[Na+]. Product: [CH3:8][C:6]1[CH:5]=[C:4]([CH3:9])[N:3]=[C:2]([O:11][CH2:10][CH2:12][NH2:13])[CH:7]=1. The catalyst class is: 127. (2) The catalyst class is: 34. Reactant: [Cl:1][C:2]1[C:7]([C:8](Cl)=[O:9])=[C:6]([Cl:11])[N:5]=[CH:4][N:3]=1.[OH:12]/[N:13]=[C:14](\[NH2:16])/[CH3:15].CCN(C(C)C)C(C)C. Product: [Cl:1][C:2]1[C:7]([C:8]([O:12]/[N:13]=[C:14](/[NH2:16])\[CH3:15])=[O:9])=[C:6]([Cl:11])[N:5]=[CH:4][N:3]=1.